From a dataset of Retrosynthesis with 50K atom-mapped reactions and 10 reaction types from USPTO. Predict the reactants needed to synthesize the given product. Given the product COc1ccc(OC(=O)C(C)(C)C)c(C(C)(C)C)c1, predict the reactants needed to synthesize it. The reactants are: CC(C)(C)C(=O)Cl.COc1ccc(O)c(C(C)(C)C)c1.